From a dataset of Full USPTO retrosynthesis dataset with 1.9M reactions from patents (1976-2016). Predict the reactants needed to synthesize the given product. (1) The reactants are: CO[C:3](=[O:31])[CH2:4][CH2:5][C:6]1[CH:15]=[C:14]2[C:9]([C:10]([C:16]3[C:20]([C:21]4[CH:26]=[CH:25][CH:24]=[C:23]([CH3:27])[N:22]=4)=[N:19][N:18]4[CH2:28][CH2:29][CH2:30][C:17]=34)=[CH:11][CH:12]=[N:13]2)=[CH:8][CH:7]=1.[CH3:32][NH:33][CH3:34].CO.C[Al](C)C.CCCCCC.C(C(C(C([O-])=O)O)O)([O-])=O.[Na+].[K+]. Given the product [CH3:32][N:33]([CH3:34])[C:3](=[O:31])[CH2:4][CH2:5][C:6]1[CH:15]=[C:14]2[C:9]([C:10]([C:16]3[C:20]([C:21]4[CH:26]=[CH:25][CH:24]=[C:23]([CH3:27])[N:22]=4)=[N:19][N:18]4[CH2:28][CH2:29][CH2:30][C:17]=34)=[CH:11][CH:12]=[N:13]2)=[CH:8][CH:7]=1, predict the reactants needed to synthesize it. (2) Given the product [CH2:1]([NH:16][C@@H:9]1[CH2:10][CH2:11][CH2:12][CH2:13][C@H:14]1[NH:19][CH2:18][C:2]1[CH:7]=[CH:6][CH:5]=[CH:4][CH:3]=1)[C:2]1[CH:7]=[CH:6][CH:5]=[CH:4][CH:3]=1, predict the reactants needed to synthesize it. The reactants are: [CH:1](=O)[C:2]1[CH:7]=[CH:6][CH:5]=[CH:4][CH:3]=1.[C@@H:9]1([NH2:16])[CH2:14][CH2:13][CH2:12][CH2:11][C@H:10]1N.[BH3-][C:18]#[N:19].[Na+]. (3) Given the product [C:10]([OH:12])(=[O:11])[C:9]1[CH:14]=[CH:15][CH:6]=[CH:7][CH:8]=1, predict the reactants needed to synthesize it. The reactants are: N1C=CC([C:6]2[CH:15]=[CH:14][C:9]([C:10]([O:12]C)=[O:11])=[CH:8][CH:7]=2)=N1.BrC1C=CC(OC(F)(F)F)=CC=1.OC1C=CC=C2C=1N=CC=C2.C(=O)([O-])[O-].[Cs+].[Cs+]. (4) Given the product [CH:1]1([C:7]2[CH:8]=[CH:9][C:10]([C:13]3[O:17][N:16]=[C:15]([C:18]4[O:22][C:21]([CH2:23][N:50]5[CH2:53][CH:52]([C:54]([O:56][CH2:57][CH3:58])=[O:55])[CH2:51]5)=[CH:20][CH:19]=4)[N:14]=3)=[CH:11][CH:12]=2)[CH2:2][CH2:3][CH2:4][CH2:5][CH2:6]1, predict the reactants needed to synthesize it. The reactants are: [CH:1]1([C:7]2[CH:12]=[CH:11][C:10]([C:13]3[O:17][N:16]=[C:15]([C:18]4[O:22][C:21]([CH2:23]O)=[CH:20][CH:19]=4)[N:14]=3)=[CH:9][CH:8]=2)[CH2:6][CH2:5][CH2:4][CH2:3][CH2:2]1.C(Br)(Br)(Br)Br.C1(P(C2C=CC=CC=2)C2C=CC=CC=2)C=CC=CC=1.Cl.[NH:50]1[CH2:53][CH:52]([C:54]([O:56][CH2:57][CH3:58])=[O:55])[CH2:51]1.C(N(CC)C(C)C)(C)C.